Task: Predict the product of the given reaction.. Dataset: Forward reaction prediction with 1.9M reactions from USPTO patents (1976-2016) Given the reactants [NH2:1][C:2]1[CH:7]=[N:6][CH:5]=[CH:4][N:3]=1.[C:8]([N+:12]#[C-:13])([CH3:11])([CH3:10])[CH3:9].[CH:14](=O)[C:15]1[CH:20]=[CH:19][CH:18]=[CH:17][CH:16]=1.[C:22]([Cl:25])(=[O:24])[CH3:23], predict the reaction product. The product is: [Cl-:25].[C:22]([N+:1]1[C:14]([C:15]2[CH:20]=[CH:19][CH:18]=[CH:17][CH:16]=2)=[C:13]([NH:12][C:8]([CH3:11])([CH3:10])[CH3:9])[N:3]2[CH:4]=[CH:5][N:6]=[CH:7][C:2]=12)(=[O:24])[CH3:23].